From a dataset of Full USPTO retrosynthesis dataset with 1.9M reactions from patents (1976-2016). Predict the reactants needed to synthesize the given product. (1) Given the product [CH3:4][C:2]([Si:5]([CH3:18])([CH3:19])[O:6][CH2:7][C:8]1[CH:13]=[CH:12][CH:11]=[C:10]([O:14][CH2:15][O:16][CH3:17])[C:9]=1[C:26](=[O:32])[C:27]([O:29][CH2:30][CH3:31])=[O:28])([CH3:1])[CH3:3], predict the reactants needed to synthesize it. The reactants are: [CH3:1][C:2]([Si:5]([CH3:19])([CH3:18])[O:6][CH2:7][C:8]1[CH:13]=[CH:12][CH:11]=[C:10]([O:14][CH2:15][O:16][CH3:17])[CH:9]=1)([CH3:4])[CH3:3].[Li]CCCC.Cl[C:26](=[O:32])[C:27]([O:29][CH2:30][CH3:31])=[O:28]. (2) Given the product [CH2:1]([O:8][C:9]1[CH:18]=[CH:17][C:16]([CH:19]([OH:40])[CH2:20][NH:21][C:22]([CH3:39])([CH3:38])[CH2:23][CH2:24][N:25]2[CH:29]=[N:28][C:27]([C:30]3[CH:31]=[CH:32][C:33]([O:36][CH3:37])=[CH:34][CH:35]=3)=[N:26]2)=[CH:15][C:10]=1[CH2:11][OH:12])[C:2]1[CH:3]=[CH:4][CH:5]=[CH:6][CH:7]=1, predict the reactants needed to synthesize it. The reactants are: [CH2:1]([O:8][C:9]1[CH:18]=[CH:17][C:16]([CH:19]([OH:40])[CH2:20][NH:21][C:22]([CH3:39])([CH3:38])[CH2:23][CH2:24][N:25]2[CH:29]=[N:28][C:27]([C:30]3[CH:35]=[CH:34][C:33]([O:36][CH3:37])=[CH:32][CH:31]=3)=[N:26]2)=[CH:15][C:10]=1[C:11](OC)=[O:12])[C:2]1[CH:7]=[CH:6][CH:5]=[CH:4][CH:3]=1.[Cl-].[Ca+2].[Cl-].[BH4-].[Na+]. (3) Given the product [C:7]([O:6][C:5]([NH:3][CH2:2][CH2:1][NH2:4])=[O:11])([CH3:10])([CH3:9])[CH3:8], predict the reactants needed to synthesize it. The reactants are: [CH2:1]([NH2:4])[CH2:2][NH2:3].[C:5](=O)([O:11]C(C)(C)C)[O:6][C:7]([CH3:10])([CH3:9])[CH3:8].